This data is from Full USPTO retrosynthesis dataset with 1.9M reactions from patents (1976-2016). The task is: Predict the reactants needed to synthesize the given product. (1) Given the product [F:1][C:2]1[CH:7]=[CH:6][CH:5]=[C:4]([F:8])[C:3]=1[C:9]1[N:13]([S:40]([C:36]2[CH:35]=[N:34][CH:39]=[CH:38][CH:37]=2)(=[O:42])=[O:41])[CH:12]=[C:11]([CH:14]=[O:15])[CH:10]=1, predict the reactants needed to synthesize it. The reactants are: [F:1][C:2]1[CH:7]=[CH:6][CH:5]=[C:4]([F:8])[C:3]=1[C:9]1[NH:13][CH:12]=[C:11]([CH:14]=[O:15])[CH:10]=1.[H-].[Na+].C1OCCOCCOCCOCCOC1.Cl.[N:34]1[CH:39]=[CH:38][CH:37]=[C:36]([S:40](Cl)(=[O:42])=[O:41])[CH:35]=1. (2) The reactants are: N[C:2]1[C:3]([N+:8]([O-:10])=[O:9])=[N:4][CH:5]=[CH:6][CH:7]=1.[F:11][B-](F)(F)F.[H+].N(OCCC(C)C)=O. Given the product [F:11][C:2]1[C:3]([N+:8]([O-:10])=[O:9])=[N:4][CH:5]=[CH:6][CH:7]=1, predict the reactants needed to synthesize it. (3) Given the product [CH3:1][N:2]([CH3:18])[C:3]1([C:10]2[CH:15]=[CH:14][CH:13]=[C:12]([O:16][CH3:17])[CH:11]=2)[CH2:8][CH2:7][CH:6]([C:29]#[N:30])[CH2:5][CH2:4]1, predict the reactants needed to synthesize it. The reactants are: [CH3:1][N:2]([CH3:18])[C:3]1([C:10]2[CH:15]=[CH:14][CH:13]=[C:12]([O:16][CH3:17])[CH:11]=2)[CH2:8][CH2:7][C:6](=O)[CH2:5][CH2:4]1.S([CH2:29][N+:30]#[C-])(C1C=CC(C)=CC=1)(=O)=O.CC([O-])(C)C.[K+]. (4) Given the product [O:13]1[C:17]2[CH:18]=[CH:19][C:20]([N:22]3[C:27](=[O:28])[C:26]([CH2:29][C:30]4[CH:35]=[CH:34][C:33]([C:36]5[CH:41]=[CH:40][CH:39]=[CH:38][C:37]=5[C:42]5[NH:3][C:4](=[O:7])[O:5][N:43]=5)=[CH:32][CH:31]=4)=[C:25]([CH2:44][CH2:45][CH2:46][CH3:47])[N:24]=[C:23]3[CH3:48])=[CH:21][C:16]=2[O:15][CH2:14]1, predict the reactants needed to synthesize it. The reactants are: [Cl-].O[NH3+:3].[C:4](=[O:7])([O-])[OH:5].[Na+].CS(C)=O.[O:13]1[C:17]2[CH:18]=[CH:19][C:20]([N:22]3[C:27](=[O:28])[C:26]([CH2:29][C:30]4[CH:35]=[CH:34][C:33]([C:36]5[C:37]([C:42]#[N:43])=[CH:38][CH:39]=[CH:40][CH:41]=5)=[CH:32][CH:31]=4)=[C:25]([CH2:44][CH2:45][CH2:46][CH3:47])[N:24]=[C:23]3[CH3:48])=[CH:21][C:16]=2[O:15][CH2:14]1. (5) Given the product [CH3:12][C:13]1[C:14]([CH2:19][OH:20])=[CH:15][S:16][C:17]=1[CH3:18], predict the reactants needed to synthesize it. The reactants are: C1COCC1.[H-].[H-].[H-].[H-].[Li+].[Al+3].[CH3:12][C:13]1[C:14]([C:19](OCC)=[O:20])=[CH:15][S:16][C:17]=1[CH3:18].[OH-].[Na+]. (6) Given the product [N:1]1[CH:6]=[CH:5][CH:4]=[CH:3][C:2]=1[CH2:7][NH:8][C:26]([C:16]1[C:17]([C:20]2[CH:25]=[CH:24][CH:23]=[CH:22][CH:21]=2)=[N:18][O:19][C:15]=1[CH3:14])=[O:27], predict the reactants needed to synthesize it. The reactants are: [N:1]1[CH:6]=[CH:5][CH:4]=[CH:3][C:2]=1[CH2:7][NH2:8].C(=O)([O-])O.[Na+].[CH3:14][C:15]1[O:19][N:18]=[C:17]([C:20]2[CH:25]=[CH:24][CH:23]=[CH:22][CH:21]=2)[C:16]=1[C:26](Cl)=[O:27]. (7) The reactants are: [Cl:1][C:2]1[CH:10]=[C:9]2[C:5]([C:6]([C:11]([N:13]3[CH2:18][CH2:17][C:16]4([C:22]5[CH:23]=[CH:24][CH:25]=[CH:26][C:21]=5[CH2:20][O:19]4)[CH2:15][CH2:14]3)=[O:12])=[CH:7][NH:8]2)=[CH:4][CH:3]=1.Br[CH2:28][C:29]1([CH2:32][O:33][CH3:34])[CH2:31][CH2:30]1. Given the product [Cl:1][C:2]1[CH:10]=[C:9]2[C:5]([C:6]([C:11]([N:13]3[CH2:18][CH2:17][C:16]4([C:22]5[CH:23]=[CH:24][CH:25]=[CH:26][C:21]=5[CH2:20][O:19]4)[CH2:15][CH2:14]3)=[O:12])=[CH:7][N:8]2[CH2:28][C:29]2([CH2:32][O:33][CH3:34])[CH2:31][CH2:30]2)=[CH:4][CH:3]=1, predict the reactants needed to synthesize it. (8) Given the product [Cl:1][C:2]1[C:10]2[N:9]=[C:8]([CH2:11][CH3:12])[N:7]([CH2:13][C:14]3[O:16][C:37]([C:32]4[CH:33]=[CH:34][CH:35]=[CH:36][N:31]=4)=[N:39][N:40]=3)[C:6]=2[CH:5]=[CH:4][C:3]=1[C:17]#[N:18], predict the reactants needed to synthesize it. The reactants are: [Cl:1][C:2]1[C:10]2[N:9]=[C:8]([CH2:11][CH3:12])[N:7]([CH2:13][C:14]([OH:16])=O)[C:6]=2[CH:5]=[CH:4][C:3]=1[C:17]#[N:18].CCN=C=NCCCN(C)C.Cl.[N:31]1[CH:36]=[CH:35][CH:34]=[CH:33][C:32]=1[C:37]([NH:39][NH2:40])=O.S(Cl)(C1C=CC(C)=CC=1)(=O)=O. (9) Given the product [C:25]([NH:24][C@@H:9]1[C:8]2[CH:28]=[C:4]([C:1]([NH:44][CH2:45][CH2:46][CH2:47][N:48]3[CH2:53][CH2:52][O:51][CH2:50][CH2:49]3)=[O:2])[CH:5]=[CH:6][C:7]=2[C:13]2[C:14]([O:22][CH3:23])=[C:15]([O:20][CH3:21])[C:16]([O:18][CH3:19])=[CH:17][C:12]=2[CH2:11][CH2:10]1)(=[O:27])[CH3:26], predict the reactants needed to synthesize it. The reactants are: [C:1]([C:4]1[CH:5]=[CH:6][C:7]2[C:13]3[C:14]([O:22][CH3:23])=[C:15]([O:20][CH3:21])[C:16]([O:18][CH3:19])=[CH:17][C:12]=3[CH2:11][CH2:10][C@H:9]([NH:24][C:25](=[O:27])[CH3:26])[C:8]=2[CH:28]=1)(O)=[O:2].C1CCC(N=C=NC2CCCCC2)CC1.[NH2:44][CH2:45][CH2:46][CH2:47][N:48]1[CH2:53][CH2:52][O:51][CH2:50][CH2:49]1. (10) Given the product [CH2:1]([CH:3]1[N:12]2[C:7](=[CH:8][C:9](=[O:18])[C:10]([C:13]([O:15][CH2:16][CH3:17])=[O:14])=[CH:11]2)[C:6]2[CH:19]=[C:20]([O:24][CH3:25])[C:21]([O:23][CH2:33][C:34]([F:37])([F:36])[F:35])=[CH:22][C:5]=2[CH2:4]1)[CH3:2], predict the reactants needed to synthesize it. The reactants are: [CH2:1]([CH:3]1[N:12]2[C:7](=[CH:8][C:9](=[O:18])[C:10]([C:13]([O:15][CH2:16][CH3:17])=[O:14])=[CH:11]2)[C:6]2[CH:19]=[C:20]([O:24][CH3:25])[C:21]([OH:23])=[CH:22][C:5]=2[CH2:4]1)[CH3:2].C(=O)([O-])[O-].[K+].[K+].I[CH2:33][C:34]([F:37])([F:36])[F:35].O.